From a dataset of Catalyst prediction with 721,799 reactions and 888 catalyst types from USPTO. Predict which catalyst facilitates the given reaction. (1) The catalyst class is: 696. Reactant: [F:1][C:2]1[CH:3]=[C:4]([N:17]2[C:25]3[C:20](=[C:21]([O:26]CC4C=CC=CC=4)[CH:22]=[CH:23][CH:24]=3)[CH:19]=[N:18]2)[CH:5]=[C:6]([F:16])[C:7]=1[O:8]CC1C=CC=CC=1. Product: [F:1][C:2]1[CH:3]=[C:4]([N:17]2[C:25]3[CH:24]=[CH:23][CH:22]=[C:21]([OH:26])[C:20]=3[CH:19]=[N:18]2)[CH:5]=[C:6]([F:16])[C:7]=1[OH:8]. (2) Reactant: [NH2:1][C:2]1[S:3][CH:4]=[C:5]([C:16]2[CH:21]=[CH:20][CH:19]=[CH:18][CH:17]=2)[C:6]=1[C:7]([C:9]1[CH:14]=[CH:13][C:12]([CH3:15])=[CH:11][CH:10]=1)=O.[C:22]([O:29][CH3:30])(=[O:28])[CH2:23][CH2:24][C:25]([CH3:27])=O.Cl[Si](C)(C)C. Product: [CH3:27][C:25]1[N:1]=[C:2]2[S:3][CH:4]=[C:5]([C:16]3[CH:21]=[CH:20][CH:19]=[CH:18][CH:17]=3)[C:6]2=[C:7]([C:9]2[CH:14]=[CH:13][C:12]([CH3:15])=[CH:11][CH:10]=2)[C:24]=1[CH2:23][C:22]([O:29][CH3:30])=[O:28]. The catalyst class is: 3. (3) Reactant: [NH2:1][C:2]1[CH:7]=[CH:6][CH:5]=[CH:4][C:3]=1[NH:8][C:9]1[N:17]=[C:16]2[C:12]([N:13]=[C:14]([CH2:19][N:20]3[CH2:25][CH2:24][CH:23]([C:26]([OH:29])([CH3:28])[CH3:27])[CH2:22][CH2:21]3)[N:15]2[CH3:18])=[C:11]([N:30]2[CH2:35][CH2:34][O:33][CH2:32][CH2:31]2)[N:10]=1.[CH3:36][O:37][C:38](OC)(OC)OC. Product: [CH3:36][O:37][C:38]1[N:8]([C:9]2[N:17]=[C:16]3[C:12]([N:13]=[C:14]([CH2:19][N:20]4[CH2:21][CH2:22][CH:23]([C:26]([OH:29])([CH3:28])[CH3:27])[CH2:24][CH2:25]4)[N:15]3[CH3:18])=[C:11]([N:30]3[CH2:31][CH2:32][O:33][CH2:34][CH2:35]3)[N:10]=2)[C:3]2[CH:4]=[CH:5][CH:6]=[CH:7][C:2]=2[N:1]=1. The catalyst class is: 15. (4) Reactant: [F:1][C:2]1[CH:11]=[C:10]2[C:5]([CH:6]=[CH:7][CH:8]=[N:9]2)=[CH:4][C:3]=1[CH2:12][C:13]1[N:17]2[N:18]=[C:19]([C:22]3[CH:23]=[N:24][N:25]([CH:27]4[CH2:32][CH2:31][NH:30][CH2:29][CH2:28]4)[CH:26]=3)[CH:20]=[CH:21][C:16]2=[N:15][CH:14]=1.[CH2:33](I)[CH3:34].C([O-])([O-])=O.[Cs+].[Cs+]. Product: [CH2:33]([N:30]1[CH2:31][CH2:32][CH:27]([N:25]2[CH:26]=[C:22]([C:19]3[CH:20]=[CH:21][C:16]4[N:17]([C:13]([CH2:12][C:3]5[CH:4]=[C:5]6[C:10](=[CH:11][C:2]=5[F:1])[N:9]=[CH:8][CH:7]=[CH:6]6)=[CH:14][N:15]=4)[N:18]=3)[CH:23]=[N:24]2)[CH2:28][CH2:29]1)[CH3:34]. The catalyst class is: 225. (5) Reactant: C(OC(=O)[NH:7][CH2:8][CH2:9][N:10]([CH2:12][CH2:13][N:14]1[C:23](=[O:24])[C:22]2[CH:25]=[CH:26][C:27]([O:28][CH3:29])=[C:20]3[C:21]=2[C:16](=[C:17]2[CH:33]=[CH:32][CH:31]=[CH:30][C:18]2=[CH:19]3)[C:15]1=[O:34])[CH3:11])(C)(C)C.FC(F)(F)C(O)=O. Product: [NH2:7][CH2:8][CH2:9][N:10]([CH3:11])[CH2:12][CH2:13][N:14]1[C:23](=[O:24])[C:22]2[CH:25]=[CH:26][C:27]([O:28][CH3:29])=[C:20]3[C:21]=2[C:16](=[C:17]2[CH:33]=[CH:32][CH:31]=[CH:30][C:18]2=[CH:19]3)[C:15]1=[O:34]. The catalyst class is: 2. (6) Reactant: C([O:3][C:4]([C:6]1([C:9]2[CH:14]=[CH:13][C:12]([C:15]3[CH:20]=[CH:19][C:18]([C:21]4[S:22][C:23]([Cl:38])=[CH:24][C:25]=4[NH:26][C:27]([O:29][CH:30]([C:32]4[C:36]([CH3:37])=[CH:35][S:34][CH:33]=4)[CH3:31])=[O:28])=[CH:17][N:16]=3)=[CH:11][CH:10]=2)[CH2:8][CH2:7]1)=[O:5])C.[OH-].[Na+].C(O)(C)C.Cl. Product: [Cl:38][C:23]1[S:22][C:21]([C:18]2[CH:19]=[CH:20][C:15]([C:12]3[CH:13]=[CH:14][C:9]([C:6]4([C:4]([OH:5])=[O:3])[CH2:8][CH2:7]4)=[CH:10][CH:11]=3)=[N:16][CH:17]=2)=[C:25]([NH:26][C:27]([O:29][CH:30]([C:32]2[C:36]([CH3:37])=[CH:35][S:34][CH:33]=2)[CH3:31])=[O:28])[CH:24]=1. The catalyst class is: 253.